From a dataset of Peptide-MHC class I binding affinity with 185,985 pairs from IEDB/IMGT. Regression. Given a peptide amino acid sequence and an MHC pseudo amino acid sequence, predict their binding affinity value. This is MHC class I binding data. (1) The peptide sequence is MSPSYVKYR. The MHC is Mamu-A01 with pseudo-sequence Mamu-A01. The binding affinity (normalized) is 0.386. (2) The peptide sequence is ARYGIFLPF. The MHC is HLA-B44:02 with pseudo-sequence HLA-B44:02. The binding affinity (normalized) is 0.0847. (3) The peptide sequence is IVRTNRNEL. The MHC is HLA-B48:01 with pseudo-sequence HLA-B48:01. The binding affinity (normalized) is 0.0847. (4) The peptide sequence is MWAQDAAAMF. The MHC is HLA-A01:01 with pseudo-sequence HLA-A01:01. The binding affinity (normalized) is 0. (5) The peptide sequence is IIGLLKIFR. The MHC is HLA-B46:01 with pseudo-sequence HLA-B46:01. The binding affinity (normalized) is 0.0847.